From a dataset of Forward reaction prediction with 1.9M reactions from USPTO patents (1976-2016). Predict the product of the given reaction. (1) Given the reactants [S:1]1[CH:5]=[CH:4][N:3]=[C:2]1[C:6]1([OH:10])[CH2:9][CH2:8][CH2:7]1.[Br:11]N1C(=O)CCC1=O.O.S([O-])([O-])=O.[Na+].[Na+], predict the reaction product. The product is: [Br:11][C:5]1[S:1][C:2]([C:6]2([OH:10])[CH2:9][CH2:8][CH2:7]2)=[N:3][CH:4]=1. (2) Given the reactants Cl[C:2]1[CH:7]=[CH:6][N:5]2[N:8]=[CH:9][C:10]([C:11]3[CH:16]=[CH:15][C:14]([O:17][CH3:18])=[C:13]([O:19][CH3:20])[CH:12]=3)=[C:4]2[N:3]=1.Cl.[NH2:22][C@H:23]1[CH2:28][CH2:27][CH2:26][CH2:25][C@H:24]1[OH:29].O, predict the reaction product. The product is: [CH3:20][O:19][C:13]1[CH:12]=[C:11]([C:10]2[CH:9]=[N:8][N:5]3[CH:6]=[CH:7][C:2]([NH:22][C@@H:23]4[CH2:28][CH2:27][CH2:26][CH2:25][C@@H:24]4[OH:29])=[N:3][C:4]=23)[CH:16]=[CH:15][C:14]=1[O:17][CH3:18].